This data is from Reaction yield outcomes from USPTO patents with 853,638 reactions. The task is: Predict the reaction yield, written as a fraction of the theoretical maximum amount of product (1.0 means a 100% yield; for example, 0.34 means a 34% yield). (1) The reactants are [CH3:1][CH:2]([CH3:21])[CH:3]([C:11]1[CH:20]=[CH:19][C:14]([C:15]([O:17]C)=[O:16])=[CH:13][CH:12]=1)[O:4][C:5]1[CH:10]=[CH:9][CH:8]=[CH:7][CH:6]=1.O.[OH-].[Li+].O1CCCC1.CO. The catalyst is O. The product is [CH3:1][CH:2]([CH3:21])[CH:3]([C:11]1[CH:12]=[CH:13][C:14]([C:15]([OH:17])=[O:16])=[CH:19][CH:20]=1)[O:4][C:5]1[CH:6]=[CH:7][CH:8]=[CH:9][CH:10]=1. The yield is 1.00. (2) The reactants are Br[CH2:2][C:3]1[CH:4]=[C:5]([CH:8]=[CH:9][CH:10]=1)[CH:6]=[O:7].[CH3:11][O:12][Na]. The catalyst is CO. The product is [CH3:11][O:12][CH2:2][C:3]1[CH:4]=[C:5]([CH:8]=[CH:9][CH:10]=1)[CH:6]=[O:7]. The yield is 0.740. (3) The reactants are [Cl:1][C:2]1[CH:7]=[CH:6][CH:5]=[C:4]([Cl:8])[C:3]=1[S:9]([CH2:12][C:13]1[C:17]([CH2:18][O:19][C:20]2[CH:25]=[CH:24][C:23]([C:26]3[CH:27]=[C:28]4[C:33](=[CH:34][CH:35]=3)[N:32]=[C:31]([C:36]([O:38]CC)=[O:37])[CH:30]=[CH:29]4)=[CH:22][CH:21]=2)=[C:16]([CH:41]([CH3:43])[CH3:42])[O:15][N:14]=1)(=[O:11])=[O:10].O1CCCC1.CO.[OH-].[Na+]. The catalyst is ClCCl. The product is [Cl:8][C:4]1[CH:5]=[CH:6][CH:7]=[C:2]([Cl:1])[C:3]=1[S:9]([CH2:12][C:13]1[C:17]([CH2:18][O:19][C:20]2[CH:21]=[CH:22][C:23]([C:26]3[CH:27]=[C:28]4[C:33](=[CH:34][CH:35]=3)[N:32]=[C:31]([C:36]([OH:38])=[O:37])[CH:30]=[CH:29]4)=[CH:24][CH:25]=2)=[C:16]([CH:41]([CH3:43])[CH3:42])[O:15][N:14]=1)(=[O:10])=[O:11]. The yield is 0.250. (4) The reactants are [OH:1][CH2:2][C:3]1[CH:4]=[C:5]([CH:8]=[CH:9][CH:10]=1)[C:6]#[N:7].[C:11](O[C:11]([O:13][C:14]([CH3:17])([CH3:16])[CH3:15])=[O:12])([O:13][C:14]([CH3:17])([CH3:16])[CH3:15])=[O:12].[BH4-].[Na+]. The catalyst is CO.C1COCC1.[Ni](Cl)Cl. The product is [OH:1][CH2:2][C:3]1[CH:4]=[C:5]([CH2:6][NH:7][C:11](=[O:12])[O:13][C:14]([CH3:17])([CH3:16])[CH3:15])[CH:8]=[CH:9][CH:10]=1. The yield is 0.700.